From a dataset of Peptide-MHC class I binding affinity with 185,985 pairs from IEDB/IMGT. Regression. Given a peptide amino acid sequence and an MHC pseudo amino acid sequence, predict their binding affinity value. This is MHC class I binding data. (1) The MHC is H-2-Db with pseudo-sequence H-2-Db. The peptide sequence is SYITPYVPM. The binding affinity (normalized) is 0.196. (2) The peptide sequence is RRFQHKDGH. The MHC is HLA-B27:05 with pseudo-sequence HLA-B27:05. The binding affinity (normalized) is 0.662.